This data is from Forward reaction prediction with 1.9M reactions from USPTO patents (1976-2016). The task is: Predict the product of the given reaction. (1) Given the reactants [Cl:1][C:2]1[CH:11]=[CH:10][C:5]([C:6]([O:8][CH3:9])=[O:7])=[C:4]([NH:12][CH2:13][CH2:14][CH2:15][OH:16])[C:3]=1[NH:17][C:18](=S)[NH:19][C:20]1[CH:25]=[CH:24][C:23]([Cl:26])=[CH:22][C:21]=1[C:27]([F:30])([F:29])[F:28].Cl.C(N=C=NCCCN(C)C)C.C(N(CC)CC)C, predict the reaction product. The product is: [Cl:1][C:2]1[C:3]2[N:17]=[C:18]([NH:19][C:20]3[CH:25]=[CH:24][C:23]([Cl:26])=[CH:22][C:21]=3[C:27]([F:30])([F:29])[F:28])[N:12]([CH2:13][CH2:14][CH2:15][OH:16])[C:4]=2[C:5]([C:6]([O:8][CH3:9])=[O:7])=[CH:10][CH:11]=1. (2) Given the reactants [C:1]([C:4]1[CH:13]=[CH:12][C:11]2[C:6](=[CH:7][CH:8]=[CH:9][CH:10]=2)[CH:5]=1)(=[O:3])[NH2:2].Cl[CH2:15][C:16](=O)[CH2:17][C:18]([O:20]CC)=[O:19], predict the reaction product. The product is: [CH:5]1[C:6]2[C:11](=[CH:10][CH:9]=[CH:8][CH:7]=2)[CH:12]=[CH:13][C:4]=1[C:1]1[O:3][CH:15]=[C:16]([CH2:17][C:18]([OH:20])=[O:19])[N:2]=1. (3) Given the reactants [C:1]([C:3]1([N:12]([CH3:25])[C:13](=[O:24])[CH2:14][C:15]2[C:20]([CH3:21])=[CH:19][C:18]([CH3:22])=[CH:17][C:16]=2[CH3:23])[CH2:8][CH2:7][N:6]([N:9]([CH3:11])[CH3:10])[CH2:5][CH2:4]1)#N.S(=O)(=O)(O)[OH:27].[CH3:31][OH:32], predict the reaction product. The product is: [CH3:31][O:32][C:1]([C:3]1([N:12]([CH3:25])[C:13](=[O:24])[CH2:14][C:15]2[C:20]([CH3:21])=[CH:19][C:18]([CH3:22])=[CH:17][C:16]=2[CH3:23])[CH2:8][CH2:7][N:6]([N:9]([CH3:11])[CH3:10])[CH2:5][CH2:4]1)=[O:27]. (4) Given the reactants Br[C:2]1[CH:3]=[C:4]([CH:6]=[CH:7][CH:8]=1)[NH2:5].[F:9][C:10]1[CH:15]=[C:14]([F:16])[CH:13]=[CH:12][C:11]=1B(O)O.C([O-])([O-])=O.[Na+].[Na+], predict the reaction product. The product is: [F:9][C:10]1[CH:15]=[C:14]([F:16])[CH:13]=[CH:12][C:11]=1[C:2]1[CH:8]=[CH:7][CH:6]=[C:4]([NH2:5])[CH:3]=1. (5) Given the reactants [C:1]([C@H:3]1[O:8][C:7]([CH3:10])([CH3:9])[O:6][C@@H:5]([CH2:11][C:12]([OH:14])=[O:13])[CH2:4]1)#[CH:2].I[CH2:16][CH3:17].N12CCCN=C1CCCCC2, predict the reaction product. The product is: [C:1]([C@H:3]1[O:8][C:7]([CH3:10])([CH3:9])[O:6][C@@H:5]([CH2:11][C:12]([O:14][CH2:16][CH3:17])=[O:13])[CH2:4]1)#[CH:2].